This data is from Peptide-MHC class II binding affinity with 134,281 pairs from IEDB. The task is: Regression. Given a peptide amino acid sequence and an MHC pseudo amino acid sequence, predict their binding affinity value. This is MHC class II binding data. (1) The MHC is DRB5_0101 with pseudo-sequence DRB5_0101. The peptide sequence is YTTEGGTKTEAEDVI. The binding affinity (normalized) is 0.0712. (2) The peptide sequence is DGYFLKIKVTAASPM. The MHC is DRB1_1302 with pseudo-sequence DRB1_1302. The binding affinity (normalized) is 0.365. (3) The peptide sequence is NGVGVDIVSRISERV. The MHC is DRB1_0101 with pseudo-sequence DRB1_0101. The binding affinity (normalized) is 0.395. (4) The MHC is DRB5_0101 with pseudo-sequence DRB5_0101. The binding affinity (normalized) is 0.936. The peptide sequence is CDGSILGAAVNGKKS. (5) The binding affinity (normalized) is 0.411. The MHC is H-2-IAb with pseudo-sequence H-2-IAb. The peptide sequence is SPAIFQSSMTKILEP. (6) The peptide sequence is AMCRTPFSLAEGIVL. The MHC is DRB1_0801 with pseudo-sequence DRB1_0801. The binding affinity (normalized) is 0.589. (7) The peptide sequence is QKKYFAATQFEPLAA. The MHC is HLA-DQA10501-DQB10201 with pseudo-sequence HLA-DQA10501-DQB10201. The binding affinity (normalized) is 0.412. (8) The peptide sequence is DPMVQIPRLVANNTR. The MHC is DRB3_0101 with pseudo-sequence DRB3_0101. The binding affinity (normalized) is 0.238.